Dataset: Catalyst prediction with 721,799 reactions and 888 catalyst types from USPTO. Task: Predict which catalyst facilitates the given reaction. (1) Reactant: [CH:1](NC(C)C)([CH3:3])[CH3:2].C([Li])CCC.[Cl:13][C:14]([Cl:25])([Cl:24])[CH:15]1[N:19]2[CH2:20][CH2:21][CH2:22][CH:18]2[C:17](=[O:23])[O:16]1.C(Br)C=C.[Cl-].[NH4+]. Product: [CH2:3]([C:18]12[CH2:22][CH2:21][CH2:20][N:19]1[CH:15]([C:14]([Cl:13])([Cl:24])[Cl:25])[O:16][C:17]2=[O:23])[CH:1]=[CH2:2]. The catalyst class is: 7. (2) Reactant: [NH2:1][C:2]1[N:7]=[C:6]([N:8]2[CH2:13][CH2:12][CH2:11][C@H:10]([C:14](O)=[O:15])[CH2:9]2)[CH:5]=[C:4]([C:17]2[CH:22]=[CH:21][C:20]([C:23]#[N:24])=[C:19]([F:25])[CH:18]=2)[N:3]=1.C(Cl)CCl.C1C=CC2N(O)N=NC=2C=1.[NH2:40][C:41]1[CH:46]=[CH:45][CH:44]=[C:43]([CH3:47])[CH:42]=1. Product: [NH2:1][C:2]1[N:7]=[C:6]([N:8]2[CH2:13][CH2:12][CH2:11][C@H:10]([C:14]([NH:40][C:41]3[CH:46]=[CH:45][CH:44]=[C:43]([CH3:47])[CH:42]=3)=[O:15])[CH2:9]2)[CH:5]=[C:4]([C:17]2[CH:22]=[CH:21][C:20]([C:23]#[N:24])=[C:19]([F:25])[CH:18]=2)[N:3]=1. The catalyst class is: 173.